The task is: Predict the reactants needed to synthesize the given product.. This data is from Full USPTO retrosynthesis dataset with 1.9M reactions from patents (1976-2016). (1) Given the product [Cl:1][C:2]1[CH:3]=[CH:4][C:5]([O:15][CH2:16][C:17]2[CH:18]=[CH:19][CH:20]=[CH:21][CH:22]=2)=[C:6]([C:8]2[N:31]([C:30]3[CH:29]=[C:28]([S:25]([CH3:24])(=[O:26])=[O:27])[CH:34]=[CH:33][CH:32]=3)[CH:35]=[C:10]([CH3:11])[CH:9]=2)[CH:7]=1, predict the reactants needed to synthesize it. The reactants are: [Cl:1][C:2]1[CH:3]=[CH:4][C:5]([O:15][CH2:16][C:17]2[CH:22]=[CH:21][CH:20]=[CH:19][CH:18]=2)=[C:6]([C:8](=O)[CH2:9][CH2:10][C:11](=O)C)[CH:7]=1.Cl.[CH3:24][S:25]([C:28]1[CH:29]=[C:30]([CH:32]=[CH:33][CH:34]=1)[NH2:31])(=[O:27])=[O:26].[CH2:35](N(CC)CC)C. (2) The reactants are: [CH3:1][O:2][C:3]1[CH:19]=[CH:18][C:6]([CH2:7][N:8]2[C:12]3[N:13]=[CH:14][CH:15]=[C:16](O)[C:11]=3[CH:10]=[N:9]2)=[CH:5][CH:4]=1.P(Cl)(Cl)([Cl:22])=O. Given the product [Cl:22][C:16]1[CH:15]=[CH:14][N:13]=[C:12]2[N:8]([CH2:7][C:6]3[CH:18]=[CH:19][C:3]([O:2][CH3:1])=[CH:4][CH:5]=3)[N:9]=[CH:10][C:11]=12, predict the reactants needed to synthesize it. (3) Given the product [OH:15][CH2:14][C:7]1([C:5]([NH:4][CH:1]([CH3:3])[CH3:2])=[O:6])[CH2:12][CH2:11][CH2:10][NH:9][C:8]1=[O:13], predict the reactants needed to synthesize it. The reactants are: [CH:1]([NH:4][C:5]([CH:7]1[CH2:12][CH2:11][CH2:10][NH:9][C:8]1=[O:13])=[O:6])([CH3:3])[CH3:2].[CH2:14]=[O:15]. (4) Given the product [CH3:1][O:2][CH2:3][O:4][C:5]1[CH:6]=[C:7]([CH2:11][CH2:12][CH3:13])[CH:8]=[CH:9][C:10]=1[CH:19]([OH:22])[CH2:20][CH3:21], predict the reactants needed to synthesize it. The reactants are: [CH3:1][O:2][CH2:3][O:4][C:5]1[CH:10]=[CH:9][CH:8]=[C:7]([CH2:11][CH2:12][CH3:13])[CH:6]=1.[Li]C(C)(C)C.[CH:19](=[O:22])[CH2:20][CH3:21]. (5) Given the product [C:16]([OH:47])(=[O:46])[CH2:17][CH2:18][C@H:19]([NH:23][C:24]([C:26]1[CH:27]=[CH:28][C:29]([NH:30][CH2:31][CH:32]2[NH:43][C:42]3[C:40](=[O:41])[NH:39][C:37]([NH2:38])=[N:36][C:35]=3[NH:34][CH2:33]2)=[CH:44][CH:45]=1)=[O:25])[C:20]([OH:22])=[O:21], predict the reactants needed to synthesize it. The reactants are: [OH-].[NH4+].Cl.O=C[C@@H]([C@H]([C@@H]([C@@H](CO)O)O)O)O.[C:16]([O-:47])(=[O:46])[CH2:17][CH2:18][C@H:19]([NH:23][C:24]([C:26]1[CH:45]=[CH:44][C:29]([NH:30][CH2:31][C:32]2[CH2:33][NH:34][C:35]3[N:36]=[C:37]([NH:39][C:40]([C:42]=3[N:43]=2)=[O:41])[NH2:38])=[CH:28][CH:27]=1)=[O:25])[C:20]([OH:22])=[O:21].C1C=[N+]([C@@H]2O[C@H](COP(OP(OC[C@H]3O[C@@H](N4C5N=CN=C(N)C=5N=C4)[C@H](OP(O)(O)=O)[C@@H]3O)(O)=O)(O)=O)[C@@H](O)[C@H]2O)C=C(C(N)=O)C=1. (6) Given the product [CH3:48][O:49][C:50]([C:52]1[S:53][C:54]([C:17]2[CH:18]=[CH:19][C:14]([CH2:13][N:12]([CH:4]([C:3]([O:2][CH3:1])=[O:47])[CH2:5][C:6]3[CH:11]=[CH:10][CH:9]=[CH:8][CH:7]=3)[S:33]([C:36]3[C:41]([CH3:42])=[CH:40][C:39]([O:43][CH3:44])=[C:38]([CH3:45])[C:37]=3[CH3:46])(=[O:35])=[O:34])=[CH:15][CH:16]=2)=[CH:55][CH:56]=1)=[O:51], predict the reactants needed to synthesize it. The reactants are: [CH3:1][O:2][C:3](=[O:47])[CH:4]([N:12]([S:33]([C:36]1[C:41]([CH3:42])=[CH:40][C:39]([O:43][CH3:44])=[C:38]([CH3:45])[C:37]=1[CH3:46])(=[O:35])=[O:34])[CH2:13][C:14]1[CH:19]=[CH:18][C:17]([Sn](CCCC)(CCCC)CCCC)=[CH:16][CH:15]=1)[CH2:5][C:6]1[CH:11]=[CH:10][CH:9]=[CH:8][CH:7]=1.[CH3:48][O:49][C:50]([C:52]1[S:53][C:54](Br)=[CH:55][CH:56]=1)=[O:51].